From a dataset of Forward reaction prediction with 1.9M reactions from USPTO patents (1976-2016). Predict the product of the given reaction. (1) Given the reactants Cl.[C:2]([O:6][C:7](=[O:13])[C@@H:8]([CH2:10][O:11][CH3:12])[NH2:9])([CH3:5])([CH3:4])[CH3:3].CCN(CC)CC.[Cl:21][C:22]1[C:31]2[C:26](=[CH:27][CH:28]=[C:29]([S:32](Cl)(=[O:34])=[O:33])[CH:30]=2)[C:25]([Cl:36])=[CH:24][N:23]=1, predict the reaction product. The product is: [C:2]([O:6][C:7](=[O:13])[C@@H:8]([CH2:10][O:11][CH3:12])[NH:9][S:32]([C:29]1[CH:30]=[C:31]2[C:26]([C:25]([Cl:36])=[CH:24][N:23]=[C:22]2[Cl:21])=[CH:27][CH:28]=1)(=[O:34])=[O:33])([CH3:5])([CH3:4])[CH3:3]. (2) Given the reactants C(O)(=O)C.[CH2:5]([N:12]1[CH2:17][CH2:16][C:15](=O)[CH2:14][CH2:13]1)[C:6]1[CH:11]=[CH:10][CH:9]=[CH:8][CH:7]=1.[NH2:19][C:20]1[CH:25]=[CH:24][CH:23]=[CH:22][CH:21]=1.[C-:26]#[N:27].[K+].[OH-].[Na+], predict the reaction product. The product is: [CH2:5]([N:12]1[CH2:17][CH2:16][C:15]([NH:19][C:20]2[CH:25]=[CH:24][CH:23]=[CH:22][CH:21]=2)([C:26]#[N:27])[CH2:14][CH2:13]1)[C:6]1[CH:11]=[CH:10][CH:9]=[CH:8][CH:7]=1. (3) The product is: [CH3:34][C@:31]12[C@@:30]3([CH3:35])[C@@H:21]([C@:22]4([CH3:47])[C@@H:27]([CH2:28][CH2:29]3)[C:26]([CH3:36])([CH3:37])[C:25]([C:38]3[CH:39]=[CH:40][C:41]([C:42]([OH:44])=[O:43])=[CH:45][CH:46]=3)=[CH:24][CH2:23]4)[CH2:20][CH2:19][C@@H:18]1[C@H:17]1[C@H:48]([C:51]([CH3:53])=[CH2:52])[CH2:49][CH2:50][C@:16]1([NH:15][CH2:14][CH2:13][N:10]1[CH2:11][CH2:12][N:7]([S:4]([CH2:1][CH2:2][CH3:3])(=[O:6])=[O:5])[CH2:8][CH2:9]1)[CH2:33][CH2:32]2. Given the reactants [CH:1]1([S:4]([N:7]2[CH2:12][CH2:11][N:10]([CH2:13][CH2:14][NH:15][C@:16]34[CH2:50][CH2:49][C@@H:48]([C:51]([CH3:53])=[CH2:52])[C@@H:17]3[C@@H:18]3[C@@:31]([CH3:34])([CH2:32][CH2:33]4)[C@@:30]4([CH3:35])[C@@H:21]([C@:22]5([CH3:47])[C@@H:27]([CH2:28][CH2:29]4)[C:26]([CH3:37])([CH3:36])[C:25]([C:38]4[CH:46]=[CH:45][C:41]([C:42]([OH:44])=[O:43])=[CH:40][CH:39]=4)=[CH:24][CH2:23]5)[CH2:20][CH2:19]3)[CH2:9][CH2:8]2)(=[O:6])=[O:5])[CH2:3][CH2:2]1.C(S(Cl)(=O)=O)CC, predict the reaction product. (4) Given the reactants [NH2:1][C:2]1[C:11]2[N:10]=[C:9]([C:12]([NH2:14])=[O:13])[C:8](=[O:15])[N:7]([CH:16]3[C:20]([OH:22])([CH3:21])[CH:19]([OH:23])[CH:18]([CH2:24][OH:25])[O:17]3)[C:6]=2[N:5]=[C:4](SC)[N:3]=1, predict the reaction product. The product is: [NH2:1][C:2]1[C:11]2[N:10]=[C:9]([C:12]([NH2:14])=[O:13])[C:8](=[O:15])[N:7]([CH:16]3[C:20]([OH:22])([CH3:21])[CH:19]([OH:23])[CH:18]([CH2:24][OH:25])[O:17]3)[C:6]=2[N:5]=[CH:4][N:3]=1. (5) Given the reactants [CH2:1]([O:8][C:9]1[CH:17]=[C:16]2[C:12]([C@H:13]([CH2:30][Cl:31])[CH2:14][N:15]2[C:18](=[O:29])[CH2:19][CH2:20][CH2:21]C(OC(C)(C)C)=O)=[C:11]2[C:32]([CH3:35])=[CH:33][S:34][C:10]=12)[C:2]1[CH:7]=[CH:6][CH:5]=[CH:4][CH:3]=1.C(Cl)(=O)C(Cl)=O.[CH:42]1[C:54]2[CH:53]([CH2:55][O:56][C:57]([NH:59][C@@H:60]([CH3:86])[C:61]([NH:63][C:64]3[C:65]4[CH:85]=[CH:84][CH:83]=[CH:82][C:66]=4[C:67]4[C@H:68]([CH2:80][Cl:81])[CH2:69][N:70]([C:73](OC(C)(C)C)=[O:74])[C:71]=4[CH:72]=3)=[O:62])=[O:58])[C:52]3[C:47](=[CH:48][CH:49]=[CH:50][CH:51]=3)[C:46]=2[CH:45]=[CH:44][CH:43]=1, predict the reaction product. The product is: [CH2:1]([O:8][C:9]1[CH:17]=[C:16]2[C:12]([C@H:13]([CH2:30][Cl:31])[CH2:14][N:15]2[C:18](=[O:29])[CH2:19][CH2:20][CH2:21][C:73]([N:70]2[C:71]3[CH:72]=[C:64]([NH:63][C:61](=[O:62])[C@@H:60]([NH:59][C:57](=[O:58])[O:56][CH2:55][CH:53]4[C:54]5[CH:42]=[CH:43][CH:44]=[CH:45][C:46]=5[C:47]5[C:52]4=[CH:51][CH:50]=[CH:49][CH:48]=5)[CH3:86])[C:65]4[CH:85]=[CH:84][CH:83]=[CH:82][C:66]=4[C:67]=3[C@H:68]([CH2:80][Cl:81])[CH2:69]2)=[O:74])=[C:11]2[C:32]([CH3:35])=[CH:33][S:34][C:10]=12)[C:2]1[CH:7]=[CH:6][CH:5]=[CH:4][CH:3]=1. (6) Given the reactants [OH:1][C:2]1[CH:3]=[C:4]([CH:8]2[CH2:11][C:10]3([CH2:16][CH2:15][N:14]([C:17](OC(C)(C)C)=[O:18])[CH2:13][CH2:12]3)[CH2:9]2)[CH:5]=[CH:6][CH:7]=1.[Br:24][C:25]1[CH:26]=[CH:27][C:28](Cl)=[N:29][CH:30]=1.[N:32]1[CH:37]=[CH:36][CH:35]=[C:34]([NH:38]C(=O)OC2C=CC=CC=2)[N:33]=1, predict the reaction product. The product is: [Br:24][C:25]1[CH:26]=[CH:27][C:28]([O:1][C:2]2[CH:3]=[C:4]([CH:8]3[CH2:11][C:10]4([CH2:16][CH2:15][N:14]([C:17]([NH:38][C:34]5[N:33]=[N:32][CH:37]=[CH:36][CH:35]=5)=[O:18])[CH2:13][CH2:12]4)[CH2:9]3)[CH:5]=[CH:6][CH:7]=2)=[N:29][CH:30]=1. (7) Given the reactants C[O:2][C:3](=[O:43])[C:4]1[CH:9]=[C:8]([C:10]2[CH:11]=[C:12]3[C:39](=[CH:40][CH:41]=2)[O:38][C:15]2([CH2:20][CH2:19][N:18]([C:21]([C:23]4[CH:32]=[C:31]5[C:26]([CH:27]=[CH:28][N:29]=[C:30]5[CH:33]5[CH2:35][CH2:34]5)=[C:25]([O:36][CH3:37])[CH:24]=4)=[O:22])[CH2:17][CH2:16]2)[CH2:14][C:13]3=[O:42])[CH:7]=[N:6][CH:5]=1.[OH-].[Na+:45].Cl, predict the reaction product. The product is: [Na+:45].[CH:33]1([C:30]2[C:31]3[C:26](=[C:25]([O:36][CH3:37])[CH:24]=[C:23]([C:21]([N:18]4[CH2:17][CH2:16][C:15]5([CH2:14][C:13](=[O:42])[C:12]6[C:39](=[CH:40][CH:41]=[C:10]([C:8]7[CH:7]=[N:6][CH:5]=[C:4]([CH:9]=7)[C:3]([O-:43])=[O:2])[CH:11]=6)[O:38]5)[CH2:20][CH2:19]4)=[O:22])[CH:32]=3)[CH:27]=[CH:28][N:29]=2)[CH2:35][CH2:34]1. (8) Given the reactants [CH2:1]([C:4]1[C:12]2[C:11]([C:13]([O:15][CH3:16])=[O:14])=[CH:10][CH:9]=[CH:8][C:7]=2[N:6]([S:17]([C:20]2[CH:25]=[CH:24][CH:23]=[CH:22][CH:21]=2)(=[O:19])=[O:18])[CH:5]=1)[CH:2]=C.C[N+]1([O-])CC[O:30]CC1.O1CCCC1.O.I([O-])(=O)(=O)=O.[Na+], predict the reaction product. The product is: [O:30]=[CH:2][CH2:1][C:4]1[C:12]2[C:11]([C:13]([O:15][CH3:16])=[O:14])=[CH:10][CH:9]=[CH:8][C:7]=2[N:6]([S:17]([C:20]2[CH:25]=[CH:24][CH:23]=[CH:22][CH:21]=2)(=[O:19])=[O:18])[CH:5]=1.